This data is from Forward reaction prediction with 1.9M reactions from USPTO patents (1976-2016). The task is: Predict the product of the given reaction. (1) Given the reactants [OH:1][C:2]1[CH:3]=[CH:4][C:5]2[O:9][CH:8]=[C:7]([C:10]([C:12]3[CH:17]=[CH:16][CH:15]=[CH:14][CH:13]=3)=[O:11])[C:6]=2[CH:18]=1.CC(OI1(OC(C)=O)(OC(C)=O)OC(=O)C2C=CC=CC1=2)=[O:21].C(Cl)(Cl)Cl.CO, predict the reaction product. The product is: [C:10]([C:7]1[C:6]2[C:18](=[O:21])[C:2](=[O:1])[CH:3]=[CH:4][C:5]=2[O:9][CH:8]=1)(=[O:11])[C:12]1[CH:17]=[CH:16][CH:15]=[CH:14][CH:13]=1. (2) Given the reactants [CH:1]1[C:10]2[C:5](=[C:6]([CH2:11][C:12]([OH:14])=O)[CH:7]=[CH:8][CH:9]=2)[CH:4]=[CH:3][N:2]=1.[O:15]1[CH:19]=[CH:18][N:17]=[C:16]1[C:20]1[S:21][CH:22]=[CH:23][C:24]=1[NH2:25], predict the reaction product. The product is: [CH:1]1[C:10]2[C:5](=[C:6]([CH2:11][C:12]([NH:25][C:24]3[CH:23]=[CH:22][S:21][C:20]=3[C:16]3[O:15][CH:19]=[CH:18][N:17]=3)=[O:14])[CH:7]=[CH:8][CH:9]=2)[CH:4]=[CH:3][N:2]=1. (3) The product is: [C:27]([O:31][C:32]([N:34]1[CH2:39][CH2:38][N:37]([C:2]2[C:7]3[CH:8]=[C:9]([S:11]([CH2:20][C:19]4[CH:22]=[CH:23][CH:24]=[C:17]([C:16]([F:26])([F:25])[F:15])[CH:18]=4)(=[O:13])=[O:12])[S:10][C:6]=3[CH:5]=[CH:4][N:3]=2)[CH2:36][CH2:35]1)=[O:33])([CH3:30])([CH3:28])[CH3:29]. Given the reactants Cl[C:2]1[C:7]2[CH:8]=[C:9]([S:11]([O-:13])=[O:12])[S:10][C:6]=2[CH:5]=[CH:4][N:3]=1.[Li+].[F:15][C:16]([F:26])([F:25])[C:17]1[CH:18]=[C:19]([CH:22]=[CH:23][CH:24]=1)[CH2:20]Br.[C:27]([O:31][C:32]([N:34]1[CH2:39][CH2:38][NH:37][CH2:36][CH2:35]1)=[O:33])([CH3:30])([CH3:29])[CH3:28], predict the reaction product. (4) Given the reactants [CH3:1][C:2]1([C:5]([OH:7])=O)[CH2:4][CH2:3]1.[F:8][C:9]1([F:29])[CH2:12][N:11]([C:13]2[C:14]([O:23][CH2:24][C:25]([F:28])([F:27])[F:26])=[CH:15][C:16]([C:19](=[N:21]O)[NH2:20])=[N:17][CH:18]=2)[CH2:10]1, predict the reaction product. The product is: [F:29][C:9]1([F:8])[CH2:12][N:11]([C:13]2[C:14]([O:23][CH2:24][C:25]([F:26])([F:28])[F:27])=[CH:15][C:16]([C:19]3[N:20]=[C:5]([C:2]4([CH3:1])[CH2:4][CH2:3]4)[O:7][N:21]=3)=[N:17][CH:18]=2)[CH2:10]1. (5) The product is: [NH2:1][C:2]1[N:3]=[CH:4][C:5]([C:8]2[C:9]([F:16])=[C:10]([OH:15])[C:11]([CH2:14][CH3:17])=[CH:12][CH:13]=2)=[N:6][CH:7]=1. Given the reactants [NH2:1][C:2]1[N:3]=[CH:4][C:5]([C:8]2[C:9]([F:16])=[C:10]([OH:15])[C:11]([CH3:14])=[CH:12][CH:13]=2)=[N:6][CH:7]=1.[C:17]([Si](OC1C(F)=CC=CC=1CC)(C)C)(C)(C)C, predict the reaction product. (6) Given the reactants [CH3:1][C:2]1[CH:10]=[CH:9][C:5]([C:6]([NH2:8])=[O:7])=[CH:4][CH:3]=1.[Cl:11][CH2:12][C:13]([CH2:15]Cl)=O, predict the reaction product. The product is: [Cl:11][CH2:12][C:13]1[N:8]=[C:6]([C:5]2[CH:9]=[CH:10][C:2]([CH3:1])=[CH:3][CH:4]=2)[O:7][CH:15]=1. (7) Given the reactants [CH3:1][C:2]1[C:7]([C:8]([OH:10])=O)=[C:6]([CH3:11])[N:5]=[CH:4][N:3]=1.CCN=[C:15]=[N:16][CH2:17][CH2:18][CH2:19][N:20]([CH3:22])[CH3:21].[CH:23]1[CH:24]=[CH:25][C:26]2N(O)N=N[C:27]=2[CH:28]=1.[CH3:33]CN(C(C)C)C(C)C, predict the reaction product. The product is: [CH2:22]([N:20]1[CH2:19][CH:18]2[CH2:17][N:16]([C:8]([C:7]3[C:2]([CH3:1])=[N:3][CH:4]=[N:5][C:6]=3[CH3:11])=[O:10])[CH2:15][CH:33]2[CH2:21]1)[C:28]1[CH:27]=[CH:26][CH:25]=[CH:24][CH:23]=1.